Task: Predict which catalyst facilitates the given reaction.. Dataset: Catalyst prediction with 721,799 reactions and 888 catalyst types from USPTO (1) Reactant: [Cl:1][C:2]1[CH:3]=[C:4]([CH:21]=[CH:22][CH:23]=1)[CH2:5][NH:6][C:7]1[N:20]=[C:10]2[C:11]([O:18][CH3:19])=[CH:12][C:13]([C:15]([OH:17])=O)=[CH:14][N:9]2[N:8]=1.[CH3:24][C:25]1([CH2:33][OH:34])[CH2:30][O:29][C:28]([CH3:32])([CH3:31])[CH2:27][NH:26]1.C(N(CC)C(C)C)(C)C.CN(C(ON1N=NC2C=CC=NC1=2)=[N+](C)C)C.F[P-](F)(F)(F)(F)F. Product: [Cl:1][C:2]1[CH:3]=[C:4]([CH:21]=[CH:22][CH:23]=1)[CH2:5][NH:6][C:7]1[N:20]=[C:10]2[C:11]([O:18][CH3:19])=[CH:12][C:13]([C:15]([N:26]3[C:25]([CH2:33][OH:34])([CH3:24])[CH2:30][O:29][C:28]([CH3:32])([CH3:31])[CH2:27]3)=[O:17])=[CH:14][N:9]2[N:8]=1. The catalyst class is: 9. (2) Reactant: Cl[C:2]1[CH:11]=[C:10]([C:12]#[N:13])[C:5]([C:6]([O:8][CH3:9])=[O:7])=[C:4]([NH:14][C:15]2[CH:20]=[CH:19][CH:18]=[C:17]([S:21]([CH3:24])(=[O:23])=[O:22])[CH:16]=2)[N:3]=1.CCN(CC)CC.[NH2:32][C@@H:33]1[CH2:37][CH2:36][CH2:35][C@@H:34]1[NH:38][C:39](=[O:45])[O:40][C:41]([CH3:44])([CH3:43])[CH3:42].C([O-])(O)=O.[Na+]. Product: [C:41]([O:40][C:39]([NH:38][C@H:34]1[CH2:35][CH2:36][CH2:37][C@H:33]1[NH:32][C:2]1[CH:11]=[C:10]([C:12]#[N:13])[C:5]([C:6]([O:8][CH3:9])=[O:7])=[C:4]([NH:14][C:15]2[CH:20]=[CH:19][CH:18]=[C:17]([S:21]([CH3:24])(=[O:23])=[O:22])[CH:16]=2)[N:3]=1)=[O:45])([CH3:44])([CH3:42])[CH3:43]. The catalyst class is: 3. (3) Reactant: C(N(CC)CC)C.[B-](F)(F)(F)F.CN(C(ON1C(=O)CCC1=O)=[N+](C)C)C.[N:28]1([CH2:34][C:35]2[CH:40]=[CH:39][C:38]([C:41]3[NH:58][C:44]4=[N:45][CH:46]=[CH:47][C:48]([C:49]([NH:51][C:52]5C=N[CH:55]=[CH:56][CH:57]=5)=[O:50])=[C:43]4[N:42]=3)=[CH:37][CH:36]=2)[CH2:33][CH2:32][O:31][CH2:30][CH2:29]1.[CH3:59][O:60][C:61]1[CH:62]=C(CN)C=C[CH:66]=1. Product: [CH3:59][O:60][C:61]1[CH:66]=[C:57]([CH:56]=[CH:55][CH:62]=1)[CH2:52][NH:51][C:49]([C:48]1[CH:47]=[CH:46][N:45]=[C:44]2[NH:58][C:41]([C:38]3[CH:39]=[CH:40][C:35]([CH2:34][N:28]4[CH2:33][CH2:32][O:31][CH2:30][CH2:29]4)=[CH:36][CH:37]=3)=[N:42][C:43]=12)=[O:50]. The catalyst class is: 3. (4) Reactant: [N:1]1[CH:6]=[CH:5][CH:4]=[CH:3][C:2]=1/[CH:7]=[CH:8]/[C:9]1[CH:14]=[CH:13][C:12]([C:15]2([C:18]([N:20]3[CH2:24][CH2:23][C@@:22]4([C:32]5[CH:31]=[CH:30][N:29]=[CH:28][C:27]=5[C:26](=[O:33])[O:25]4)[CH2:21]3)=[O:19])[CH2:17][CH2:16]2)=[CH:11][CH:10]=1. Product: [N:1]1[CH:6]=[CH:5][CH:4]=[CH:3][C:2]=1[CH2:7][CH2:8][C:9]1[CH:14]=[CH:13][C:12]([C:15]2([C:18]([N:20]3[CH2:24][CH2:23][C@@:22]4([C:32]5[CH:31]=[CH:30][N:29]=[CH:28][C:27]=5[C:26](=[O:33])[O:25]4)[CH2:21]3)=[O:19])[CH2:17][CH2:16]2)=[CH:11][CH:10]=1. The catalyst class is: 43. (5) Reactant: Cl.[Cl:2][C:3]1[CH:4]=[N+:5]([O-:32])[CH:6]=[C:7]([Cl:31])[C:8]=1[CH2:9][C@@H:10]([C:19]1[CH:24]=[CH:23][C:22]([O:25][CH:26]([F:28])[F:27])=[C:21]([O:29][CH3:30])[CH:20]=1)[O:11][C:12]([C@H:14]1[NH:18][CH2:17][CH2:16][S:15]1)=[O:13].[CH3:33][N:34]([CH3:47])[C:35]([C:37]1[CH:38]=[C:39]([S:43](Cl)(=[O:45])=[O:44])[CH:40]=[CH:41][CH:42]=1)=[O:36]. The catalyst class is: 298. Product: [Cl:2][C:3]1[CH:4]=[N+:5]([O-:32])[CH:6]=[C:7]([Cl:31])[C:8]=1[CH2:9][C@@H:10]([C:19]1[CH:24]=[CH:23][C:22]([O:25][CH:26]([F:28])[F:27])=[C:21]([O:29][CH3:30])[CH:20]=1)[O:11][C:12]([C@H:14]1[N:18]([S:43]([C:39]2[CH:40]=[CH:41][CH:42]=[C:37]([C:35](=[O:36])[N:34]([CH3:33])[CH3:47])[CH:38]=2)(=[O:45])=[O:44])[CH2:17][CH2:16][S:15]1)=[O:13]. (6) Reactant: [CH3:1][O:2][CH2:3][CH:4]([OH:6])[CH3:5].C[Si]([N-][Si](C)(C)C)(C)C.[K+].[NH2:17][C:18]1[CH:25]=[C:24](F)[C:21]([C:22]#[N:23])=[CH:20][N:19]=1. Product: [NH2:17][C:18]1[CH:25]=[C:24]([O:6][CH:4]([CH3:5])[CH2:3][O:2][CH3:1])[C:21]([C:22]#[N:23])=[CH:20][N:19]=1. The catalyst class is: 37. (7) Reactant: [CH2:1]([O:3][C:4]([C:6]1[CH:7]=[C:8]2[C:13](=[CH:14][CH:15]=1)[NH:12][CH:11]([C:16]1[CH:21]=[CH:20][CH:19]=[C:18](Br)[CH:17]=1)[C:10]([CH3:24])([CH3:23])[CH2:9]2)=[O:5])[CH3:2].Cl.CN.Cl.[CH3:29][N:30](C)CC(O)=O.C(=O)([O-])[O-].[K+].[K+]. Product: [CH2:1]([O:3][C:4]([C:6]1[CH:7]=[C:8]2[C:13](=[CH:14][CH:15]=1)[NH:12][CH:11]([C:16]1[CH:21]=[CH:20][CH:19]=[C:18]([NH:30][CH3:29])[CH:17]=1)[C:10]([CH3:24])([CH3:23])[CH2:9]2)=[O:5])[CH3:2]. The catalyst class is: 156. (8) Reactant: C(N(CC)CC)C.[F:8][C:9]([F:16])([F:15])[CH2:10][S:11](Cl)(=[O:13])=[O:12].[F:17][C:18]([F:53])([F:52])[C:19]1[CH:24]=[CH:23][C:22](/[CH:25]=[CH:26]/[C:27]2[O:28][CH:29]=[C:30]([CH2:32][O:33][C:34]3[CH:39]=[CH:38][C:37]([CH2:40][CH2:41][CH2:42][CH2:43][N:44]4[CH:48]=[CH:47][N:46]=[C:45]4[CH2:49][CH2:50][NH2:51])=[CH:36][CH:35]=3)[N:31]=2)=[CH:21][CH:20]=1.O. Product: [F:8][C:9]([F:16])([F:15])[CH2:10][S:11]([NH:51][CH2:50][CH2:49][C:45]1[N:44]([CH2:43][CH2:42][CH2:41][CH2:40][C:37]2[CH:38]=[CH:39][C:34]([O:33][CH2:32][C:30]3[N:31]=[C:27](/[CH:26]=[CH:25]/[C:22]4[CH:21]=[CH:20][C:19]([C:18]([F:53])([F:52])[F:17])=[CH:24][CH:23]=4)[O:28][CH:29]=3)=[CH:35][CH:36]=2)[CH:48]=[CH:47][N:46]=1)(=[O:13])=[O:12]. The catalyst class is: 1. (9) Reactant: [NH2:1][C:2]1[CH:3]=[C:4]([CH2:8][C:9]([OH:11])=[O:10])[CH:5]=[CH:6][CH:7]=1.[Br:12][C:13]1[CH:18]=[CH:17][CH:16]=[CH:15][C:14]=1[N:19]=[C:20]=[O:21]. Product: [C:9]([CH2:8][C:4]1[CH:3]=[C:2]([NH:1][C:20]([NH:19][C:14]2[CH:15]=[CH:16][CH:17]=[CH:18][C:13]=2[Br:12])=[O:21])[CH:7]=[CH:6][CH:5]=1)([OH:11])=[O:10]. The catalyst class is: 3.